The task is: Regression. Given a peptide amino acid sequence and an MHC pseudo amino acid sequence, predict their binding affinity value. This is MHC class I binding data.. This data is from Peptide-MHC class I binding affinity with 185,985 pairs from IEDB/IMGT. (1) The peptide sequence is TAFTIPST. The MHC is HLA-A02:03 with pseudo-sequence HLA-A02:03. The binding affinity (normalized) is 0.129. (2) The peptide sequence is TFNSLNTDDY. The MHC is HLA-A31:01 with pseudo-sequence HLA-A31:01. The binding affinity (normalized) is 0.0351. (3) The peptide sequence is KSSSILARR. The MHC is HLA-A11:01 with pseudo-sequence HLA-A11:01. The binding affinity (normalized) is 0.624. (4) The peptide sequence is MARPADASM. The MHC is HLA-A02:16 with pseudo-sequence HLA-A02:16. The binding affinity (normalized) is 0.0847. (5) The peptide sequence is YRKPSGGVF. The MHC is HLA-A31:01 with pseudo-sequence HLA-A31:01. The binding affinity (normalized) is 0.0847. (6) The peptide sequence is VGNVYVKF. The MHC is HLA-A26:01 with pseudo-sequence HLA-A26:01. The binding affinity (normalized) is 0.357.